Dataset: Peptide-MHC class I binding affinity with 185,985 pairs from IEDB/IMGT. Task: Regression. Given a peptide amino acid sequence and an MHC pseudo amino acid sequence, predict their binding affinity value. This is MHC class I binding data. (1) The peptide sequence is KPVPEIKIL. The MHC is HLA-B07:02 with pseudo-sequence HLA-B07:02. The binding affinity (normalized) is 0.277. (2) The peptide sequence is MIKYCLLKILK. The MHC is HLA-A29:02 with pseudo-sequence HLA-A29:02. The binding affinity (normalized) is 0.0847.